Dataset: Forward reaction prediction with 1.9M reactions from USPTO patents (1976-2016). Task: Predict the product of the given reaction. Given the reactants [Cl:1][C:2]1[CH:22]=[C:21]([Cl:23])[CH:20]=[CH:19][C:3]=1[CH2:4][C:5]1[C:6](=[O:18])[NH:7][C:8]2[C:13]([C:14]=1[CH3:15])=[C:12]([OH:16])[CH:11]=[CH:10][C:9]=2[F:17].[CH3:24][O:25][C:26](=[O:30])[CH:27](Br)[CH3:28], predict the reaction product. The product is: [CH3:24][O:25][C:26](=[O:30])[CH:27]([O:16][C:12]1[CH:11]=[CH:10][C:9]([F:17])=[C:8]2[C:13]=1[C:14]([CH3:15])=[C:5]([CH2:4][C:3]1[CH:19]=[CH:20][C:21]([Cl:23])=[CH:22][C:2]=1[Cl:1])[C:6](=[O:18])[NH:7]2)[CH3:28].